From a dataset of Full USPTO retrosynthesis dataset with 1.9M reactions from patents (1976-2016). Predict the reactants needed to synthesize the given product. Given the product [CH3:13][NH:12][CH:9]1[C:10]2[C:6](=[CH:5][CH:4]=[C:3]([OH:2])[CH:11]=2)[CH2:7][CH2:8]1.[CH2:29]([NH:25][CH:22]1[C:23]2[C:19](=[CH:18][CH:17]=[C:16]([OH:15])[CH:24]=2)[CH2:20][CH2:21]1)[CH3:30].[OH:2][C:3]1[CH:11]=[C:10]2[C:6]([CH2:7][CH2:8][CH:9]2[NH2:12])=[CH:5][CH:4]=1, predict the reactants needed to synthesize it. The reactants are: C[O:2][C:3]1[CH:11]=[C:10]2[C:6]([CH2:7][CH2:8][CH:9]2[NH:12][CH3:13])=[CH:5][CH:4]=1.C[O:15][C:16]1[CH:24]=[C:23]2[C:19]([CH2:20][CH2:21][CH:22]2[NH2:25])=[CH:18][CH:17]=1.C(O[CH2:29][CH3:30])=O.[H-].[H-].[H-].[H-].[Li+].[Al+3].